This data is from Reaction yield outcomes from USPTO patents with 853,638 reactions. The task is: Predict the reaction yield, written as a fraction of the theoretical maximum amount of product (1.0 means a 100% yield; for example, 0.34 means a 34% yield). The reactants are [F:1][C:2]1[CH:7]=[CH:6][C:5]([F:8])=[CH:4][C:3]=1[NH:9][CH2:10][C:11]1[CH:16]=[CH:15][CH:14]=[C:13]([O:17][C:18]([F:23])([F:22])[CH:19]([F:21])[F:20])[CH:12]=1.[F:24][C:25]([F:30])([F:29])[CH:26]1[O:28][CH2:27]1. The catalyst is C(#N)C.FC(F)(F)S([O-])(=O)=O.[Yb+3].FC(F)(F)S([O-])(=O)=O.FC(F)(F)S([O-])(=O)=O. The product is [F:1][C:2]1[CH:7]=[CH:6][C:5]([F:8])=[CH:4][C:3]=1[N:9]([CH2:10][C:11]1[CH:16]=[CH:15][CH:14]=[C:13]([O:17][C:18]([F:22])([F:23])[CH:19]([F:20])[F:21])[CH:12]=1)[CH2:27][CH:26]([OH:28])[C:25]([F:30])([F:29])[F:24]. The yield is 0.840.